This data is from Forward reaction prediction with 1.9M reactions from USPTO patents (1976-2016). The task is: Predict the product of the given reaction. (1) Given the reactants [C:1]([O:5][C:6]([N:8]1[CH2:14][CH2:13][C:12]2[CH:15]=[C:16]([N+:20]([O-:22])=[O:21])[C:17]([OH:19])=[CH:18][C:11]=2[CH2:10][CH2:9]1)=[O:7])([CH3:4])([CH3:3])[CH3:2].C(N(CC)CC)C.[F:30][C:31]([F:37])([F:36])[S:32](Cl)(=[O:34])=[O:33], predict the reaction product. The product is: [C:1]([O:5][C:6]([N:8]1[CH2:9][CH2:10][C:11]2[CH:18]=[C:17]([O:19][S:32]([C:31]([F:37])([F:36])[F:30])(=[O:34])=[O:33])[C:16]([N+:20]([O-:22])=[O:21])=[CH:15][C:12]=2[CH2:13][CH2:14]1)=[O:7])([CH3:4])([CH3:2])[CH3:3]. (2) Given the reactants [OH:1][CH2:2][CH2:3][N:4]([CH3:30])[C:5](=[O:29])[C:6]1[CH:11]=[CH:10][C:9]([C:12](=[C:23]2[CH2:28][CH2:27][NH:26][CH2:25][CH2:24]2)[C:13]2[CH:14]=[CH:15][CH:16]=[C:17]3[C:22]=2[N:21]=[CH:20][CH:19]=[CH:18]3)=[CH:8][CH:7]=1.[S:31]1[CH:35]=[C:34]([CH:36]=O)[N:33]=[CH:32]1, predict the reaction product. The product is: [OH:1][CH2:2][CH2:3][N:4]([CH3:30])[C:5](=[O:29])[C:6]1[CH:7]=[CH:8][C:9]([C:12]([C:13]2[CH:14]=[CH:15][CH:16]=[C:17]3[C:22]=2[N:21]=[CH:20][CH:19]=[CH:18]3)=[C:23]2[CH2:28][CH2:27][N:26]([CH2:36][C:34]3[N:33]=[CH:32][S:31][CH:35]=3)[CH2:25][CH2:24]2)=[CH:10][CH:11]=1. (3) Given the reactants Cl[C:2]1[C:3]([N:7]2[CH2:12][CH2:11][CH:10]([C:13]([OH:15])=[O:14])[CH2:9][CH2:8]2)=[N:4][S:5][N:6]=1.[N:16]1[CH:21]=[CH:20][C:19]([CH2:22][OH:23])=[CH:18][CH:17]=1.C(C(CCC)[O-])(C)(C)C.[K+].C(O)(C)(C)C, predict the reaction product. The product is: [N:16]1[CH:21]=[CH:20][C:19]([CH2:22][O:23][C:2]2[C:3]([N:7]3[CH2:12][CH2:11][CH:10]([C:13]([OH:15])=[O:14])[CH2:9][CH2:8]3)=[N:4][S:5][N:6]=2)=[CH:18][CH:17]=1. (4) The product is: [N:1]1[C:2]([CH2:10][CH2:11][NH2:12])=[N:3][N:4]2[CH:9]=[CH:8][CH:7]=[CH:6][C:5]=12. Given the reactants [N:1]1[C:2]([CH2:10][C:11]#[N:12])=[N:3][N:4]2[CH:9]=[CH:8][CH:7]=[CH:6][C:5]=12.B.C1COCC1, predict the reaction product. (5) Given the reactants [CH2:1]([C:3]1[CH:7]=[C:6]([C:8]([OH:10])=O)[N:5]([CH3:11])[N:4]=1)[CH3:2].CN(C)C=O.C(Cl)(=O)C(Cl)=O.[NH2:23][C:24]1[CH:25]=[C:26]([CH:44]=[CH:45][C:46]=1[F:47])[O:27][C:28]1[CH:29]=[CH:30][C:31]2[N:32]([CH:34]=[C:35]([NH:37][C:38]([CH:40]3[CH2:42][CH:41]3[CH3:43])=[O:39])[N:36]=2)[N:33]=1.C(=O)([O-])O.[Na+], predict the reaction product. The product is: [CH2:1]([C:3]1[CH:7]=[C:6]([C:8]([NH:23][C:24]2[CH:25]=[C:26]([O:27][C:28]3[CH:29]=[CH:30][C:31]4[N:32]([CH:34]=[C:35]([NH:37][C:38]([CH:40]5[CH2:42][CH:41]5[CH3:43])=[O:39])[N:36]=4)[N:33]=3)[CH:44]=[CH:45][C:46]=2[F:47])=[O:10])[N:5]([CH3:11])[N:4]=1)[CH3:2]. (6) Given the reactants COC(F)(F)C(F)(C(F)(F)F)C(F)(F)F.[CH3:16][O:17][C:18]([F:30])([F:29])[C:19]([F:28])([F:27])[C:20]([F:26])([F:25])[C:21]([F:24])([F:23])[F:22].C(C(OC)(F)F)(C(F)(F)F)(C(F)(F)F)F.[C:46]([C:50]([C:53]([C:56]([O:59][CH3:60])([F:58])[F:57])([F:55])[F:54])([F:52])[F:51])([F:49])([F:48])[F:47], predict the reaction product. The product is: [C:18]([O:17][CH3:16])([C:19]([C:20]([C:21]([F:23])([F:24])[F:22])([F:26])[F:25])([F:28])[F:27])([F:30])[F:29].[CH3:60][O:59][C:56]([F:57])([F:58])[C:53]([F:54])([F:55])[C:50]([F:51])([F:52])[C:46]([F:49])([F:48])[F:47]. (7) The product is: [CH:1]1([O:6][C:7]2[CH:8]=[C:9]([C:15]3[CH2:19][C:18]([C:21]4[N:25]([CH3:27])[C:24](=[S:26])[O:23][N:22]=4)([CH3:20])[O:17][N:16]=3)[CH:10]=[CH:11][C:12]=2[O:13][CH3:14])[CH2:5][CH2:4][CH2:3][CH2:2]1. Given the reactants [CH:1]1([O:6][C:7]2[CH:8]=[C:9]([C:15]3[CH2:19][C:18]([C:21]4[NH:25][C:24](=[S:26])[O:23][N:22]=4)([CH3:20])[O:17][N:16]=3)[CH:10]=[CH:11][C:12]=2[O:13][CH3:14])[CH2:5][CH2:4][CH2:3][CH2:2]1.[C:27](=O)([O-])[O-].[K+].[K+].CI, predict the reaction product. (8) Given the reactants [N:1]1[CH:6]=[CH:5][C:4]([C:7]2[S:11][CH:10]=[C:9]([C:12]([OH:14])=O)[CH:8]=2)=[CH:3][CH:2]=1.[N:15]1([C:22](=O)[CH3:23])[CH2:21][CH2:20][CH2:19]NCC1.[CH3:25]N(C(ON1N=NC2C=CC=NC1=2)=[N+](C)C)C.F[P-](F)(F)(F)(F)F.C(Cl)Cl, predict the reaction product. The product is: [N:15]1([C:12]([C:9]2[CH:8]=[C:7]([C:4]3[CH:3]=[CH:2][N:1]=[CH:6][CH:5]=3)[S:11][CH:10]=2)=[O:14])[CH2:21][CH2:20][CH2:19][CH2:25][CH2:23][CH2:22]1. (9) Given the reactants [CH2:1]([O:3][CH2:4][C:5]1[N:6]([NH:18][CH:19]([CH2:22][CH3:23])[CH2:20][CH3:21])[C:7]2[C:16]3[CH:15]=[CH:14][CH:13]=[CH:12][C:11]=3[N:10]=[CH:9][C:8]=2[N:17]=1)[CH3:2].C1C=C(Cl)C=C(C(OO)=O)C=1.[NH4+:35].[OH-].C(Cl)(Cl)Cl, predict the reaction product. The product is: [CH2:1]([O:3][CH2:4][C:5]1[N:6]([NH:18][CH:19]([CH2:20][CH3:21])[CH2:22][CH3:23])[C:7]2[C:16]3[CH:15]=[CH:14][CH:13]=[CH:12][C:11]=3[N:10]=[C:9]([NH2:35])[C:8]=2[N:17]=1)[CH3:2]. (10) Given the reactants [N+:1]([C:4]1[CH:9]=[CH:8][C:7]([NH:10][C:11](=[O:15])[C:12]([CH3:14])=[CH2:13])=[CH:6][CH:5]=1)([O-])=O.[Sn](Cl)Cl, predict the reaction product. The product is: [NH2:1][C:4]1[CH:5]=[CH:6][C:7]([NH:10][C:11](=[O:15])[C:12]([CH3:14])=[CH2:13])=[CH:8][CH:9]=1.